From a dataset of Full USPTO retrosynthesis dataset with 1.9M reactions from patents (1976-2016). Predict the reactants needed to synthesize the given product. Given the product [CH3:6][N:7]([O:8][CH3:9])[C:42]([C:39]1[N:40]=[CH:41][N:34]2[C:33]3[CH:32]=[CH:31][CH:30]=[C:29]([CH2:28][CH2:27][N:24]4[CH2:25][CH2:26][CH:21]([C:17]5[CH:16]=[CH:15][CH:14]=[C:13]6[C:18]=5[CH:19]=[CH:20][C:11]([CH3:10])=[N:12]6)[CH2:22][CH2:23]4)[C:38]=3[O:37][CH2:36][C:35]=12)=[O:43], predict the reactants needed to synthesize it. The reactants are: C[Al](C)C.Cl.[CH3:6][NH:7][O:8][CH3:9].[CH3:10][C:11]1[CH:20]=[CH:19][C:18]2[C:13](=[CH:14][CH:15]=[CH:16][C:17]=2[CH:21]2[CH2:26][CH2:25][N:24]([CH2:27][CH2:28][C:29]3[C:38]4[O:37][CH2:36][C:35]5=[C:39]([C:42](OCC)=[O:43])[N:40]=[CH:41][N:34]5[C:33]=4[CH:32]=[CH:31][CH:30]=3)[CH2:23][CH2:22]2)[N:12]=1.[OH-].[Na+].